The task is: Predict the reactants needed to synthesize the given product.. This data is from Full USPTO retrosynthesis dataset with 1.9M reactions from patents (1976-2016). (1) Given the product [CH3:6][C:7]1[C:12]([O:13][C:14]2[N:15]=[CH:16][C:17]([NH2:20])=[CH:18][CH:19]=2)=[CH:11][CH:10]=[CH:9][N:8]=1, predict the reactants needed to synthesize it. The reactants are: [Sn](Cl)(Cl)(Cl)Cl.[CH3:6][C:7]1[C:12]([O:13][C:14]2[CH:19]=[CH:18][C:17]([N+:20]([O-])=O)=[CH:16][N:15]=2)=[CH:11][CH:10]=[CH:9][N:8]=1.[OH-].[Na+]. (2) The reactants are: CC[N:3]([CH2:6][CH3:7])CC.[C:8]([N:15]1[CH2:20][CH2:19][NH:18][CH2:17][C@@H:16]1C(C)C)([O:10]C(C)(C)C)=[O:9].[CH2:38]1[CH2:39][N:35]([P+](Br)([N:35]2[CH2:39][CH2:38][CH2:37][CH2:36]2)[N:35]2[CH2:39][CH2:38][CH2:37][CH2:36]2)[CH2:36][CH2:37]1.F[P-](F)(F)(F)(F)F.[CH2:48](Cl)Cl. Given the product [NH:15]1[CH2:20][CH2:19][NH:18][CH2:17][CH2:16]1.[CH:37]([C:38]1[CH:7]=[CH:6][N:3]=[N:35][C:39]=1[C:8]([O-:10])=[O:9])([CH3:36])[CH3:48], predict the reactants needed to synthesize it. (3) Given the product [Cl:1][C:2]1[C:3]([C:14]([F:15])([F:16])[F:17])=[CH:4][C:5]([C:11]([OH:13])=[O:12])=[CH:6][N:7]=1, predict the reactants needed to synthesize it. The reactants are: [Cl:1][C:2]1[N:7]=[C:6](C(O)=O)[C:5]([C:11]([OH:13])=[O:12])=[CH:4][C:3]=1[C:14]([F:17])([F:16])[F:15]. (4) The reactants are: [F:1][C:2]([F:24])([F:23])[C:3]1[C:4]([C:9]2[CH:14]=[CH:13][C:12](OS(C(F)(F)F)(=O)=O)=[CH:11][N:10]=2)=[N:5][CH:6]=[CH:7][CH:8]=1.CC1(C)C(C)(C)OB(B2OC(C)(C)C(C)(C)O2)O1.CC([O-])=O.[K+].Cl[C:49]1[CH:54]=[C:53]([C:55]2[CH:60]=[CH:59][C:58]([F:61])=[C:57]([Cl:62])[CH:56]=2)[N:52]=[C:51]([N:63]2[CH2:68][CH2:67][O:66][CH2:65][CH2:64]2)[N:50]=1.[O-]P([O-])([O-])=O.[K+].[K+].[K+]. Given the product [Cl:62][C:57]1[CH:56]=[C:55]([C:53]2[N:52]=[C:51]([N:63]3[CH2:64][CH2:65][O:66][CH2:67][CH2:68]3)[N:50]=[C:49]([C:12]3[CH:13]=[CH:14][C:9]([C:4]4[C:3]([C:2]([F:1])([F:23])[F:24])=[CH:8][CH:7]=[CH:6][N:5]=4)=[N:10][CH:11]=3)[CH:54]=2)[CH:60]=[CH:59][C:58]=1[F:61], predict the reactants needed to synthesize it. (5) Given the product [N:1]([C:6]1[C:15]2[CH:14]=[N:13][C:12]([S:16][CH3:17])=[N:11][C:10]=2[N:9]([CH:18]2[CH2:22][CH2:21][CH2:20][CH2:19]2)[C:8](=[O:23])[CH:7]=1)=[N+:2]=[N-:3], predict the reactants needed to synthesize it. The reactants are: [N-:1]=[N+:2]=[N-:3].[Na+].Br[C:6]1[C:15]2[CH:14]=[N:13][C:12]([S:16][CH3:17])=[N:11][C:10]=2[N:9]([CH:18]2[CH2:22][CH2:21][CH2:20][CH2:19]2)[C:8](=[O:23])[CH:7]=1. (6) Given the product [NH2:26][C:11]1[C:12](=[O:25])[NH:13][C:14](=[S:24])[N:15]([C:16]2[CH:17]=[C:18]([Cl:23])[CH:19]=[C:20]([Cl:22])[CH:21]=2)[C:10]=1[NH2:9], predict the reactants needed to synthesize it. The reactants are: S(S([O-])=O)([O-])=O.[Na+].[Na+].[NH2:9][C:10]1[N:15]([C:16]2[CH:21]=[C:20]([Cl:22])[CH:19]=[C:18]([Cl:23])[CH:17]=2)[C:14](=[S:24])[NH:13][C:12](=[O:25])[C:11]=1[N:26]=O.S(=O)(=O)(O)O. (7) Given the product [CH3:1][C:2]1[CH:7]=[C:6]([CH2:8][OH:13])[C:5]([CH3:10])=[CH:4][C:3]=1[CH2:14][OH:17], predict the reactants needed to synthesize it. The reactants are: [CH3:1][C:2]1[CH:7]=[C:6]([CH2:8]Cl)[C:5]([CH3:10])=[CH:4][C:3]=1CCl.[OH2:13].[C:14](=[O:17])([O-])[O-].[K+].[K+]. (8) Given the product [CH3:21][C:18]1([CH3:22])[O:17][CH2:16][CH:15]([C:12]2[CH:13]=[CH:14][C:9]([OH:8])=[CH:10][CH:11]=2)[CH2:20][O:19]1, predict the reactants needed to synthesize it. The reactants are: C([O:8][C:9]1[CH:14]=[CH:13][C:12]([CH:15]2[CH2:20][O:19][C:18]([CH3:22])([CH3:21])[O:17][CH2:16]2)=[CH:11][CH:10]=1)C1C=CC=CC=1.C([O-])=O.[NH4+]. (9) Given the product [Cl:23][C:24]1[CH:25]=[CH:26][C:27]([NH:30][C:6](=[O:8])[C:5]2[CH:9]=[CH:10][C:11]([C:13]([F:16])([F:15])[F:14])=[CH:12][C:4]=2[N+:1]([O-:3])=[O:2])=[N:28][CH:29]=1, predict the reactants needed to synthesize it. The reactants are: [N+:1]([C:4]1[CH:12]=[C:11]([C:13]([F:16])([F:15])[F:14])[CH:10]=[CH:9][C:5]=1[C:6]([OH:8])=O)([O-:3])=[O:2].C(Cl)(=O)C(Cl)=O.[Cl:23][C:24]1[CH:25]=[CH:26][C:27]([NH2:30])=[N:28][CH:29]=1.N1C=CC=CC=1. (10) The reactants are: [C:1]1([CH3:23])[CH:6]=[CH:5][C:4]([N:7]=[C:8]2[NH:12][C:11](=[O:13])[C:10](=[CH:14][CH2:15][CH2:16][C:17]3[CH:22]=[CH:21][CH:20]=[CH:19][CH:18]=3)[S:9]2)=[CH:3][CH:2]=1.[Li+].[BH4-]. Given the product [C:1]1([CH3:23])[CH:2]=[CH:3][C:4]([N:7]=[C:8]2[NH:12][C:11](=[O:13])[CH:10]([CH2:14][CH2:15][CH2:16][C:17]3[CH:22]=[CH:21][CH:20]=[CH:19][CH:18]=3)[S:9]2)=[CH:5][CH:6]=1, predict the reactants needed to synthesize it.